Dataset: Full USPTO retrosynthesis dataset with 1.9M reactions from patents (1976-2016). Task: Predict the reactants needed to synthesize the given product. (1) Given the product [Si:1]([O:8][CH2:9][C:10]1[C:18]2[O:17][N:16]=[C:15]([CH2:19][CH2:20][CH:21]3[CH2:26][CH2:25][N:24]([C:27]([O:29][C:30]([CH3:33])([CH3:32])[CH3:31])=[O:28])[CH2:23][CH2:22]3)[C:14]=2[CH:13]=[CH:12][C:11]=1[C:44]1[CH:43]=[N:42][CH:47]=[CH:46][CH:45]=1)([C:4]([CH3:6])([CH3:7])[CH3:5])([CH3:2])[CH3:3], predict the reactants needed to synthesize it. The reactants are: [Si:1]([O:8][CH2:9][C:10]1[C:18]2[O:17][N:16]=[C:15]([CH2:19][CH2:20][CH:21]3[CH2:26][CH2:25][N:24]([C:27]([O:29][C:30]([CH3:33])([CH3:32])[CH3:31])=[O:28])[CH2:23][CH2:22]3)[C:14]=2[CH:13]=[CH:12][C:11]=1OS(C(F)(F)F)(=O)=O)([C:4]([CH3:7])([CH3:6])[CH3:5])([CH3:3])[CH3:2].[N:42]1[CH:47]=[CH:46][CH:45]=[C:44]([Sn](CCCC)(CCCC)CCCC)[CH:43]=1. (2) Given the product [O:1]1[CH2:6][CH2:5][CH2:4][CH2:3][CH:2]1[O:7][CH2:8][C:9]1[CH:10]=[CH:11][C:12]([CH:15]=[O:16])=[CH:13][N:14]=1, predict the reactants needed to synthesize it. The reactants are: [O:1]1[CH2:6][CH2:5][CH2:4][CH2:3][CH:2]1[O:7][CH2:8][C:9]1[N:14]=[CH:13][C:12]([CH2:15][OH:16])=[CH:11][CH:10]=1.C[N+]1([O-])CCOCC1. (3) Given the product [C:1]([O:5][C:6]([C:8]1[O:9][C:10]2[CH:17]=[CH:16][C:15]([CH2:18][OH:19])=[C:14]([O:20][CH3:23])[C:11]=2[C:12]=1[CH3:13])=[O:7])([CH3:4])([CH3:2])[CH3:3], predict the reactants needed to synthesize it. The reactants are: [C:1]([O:5][C:6]([C:8]1[O:9][C:10]2[CH:17]=[CH:16][C:15]([CH2:18][OH:19])=[C:14]([OH:20])[C:11]=2[C:12]=1[CH3:13])=[O:7])([CH3:4])([CH3:3])[CH3:2].IC.[C:23]([O-])([O-])=O.[K+].[K+]. (4) Given the product [CH2:18]([O:17][C:15]([NH:14][CH2:13][CH2:12][CH2:11][CH2:10][CH:2]([NH:1][C:37]([O:36][C:32]([CH3:35])([CH3:34])[CH3:33])=[O:38])[C:3]([O:5][C:6]([CH3:9])([CH3:7])[CH3:8])=[O:4])=[O:16])[C:19]1[CH:20]=[CH:21][CH:22]=[CH:23][CH:24]=1, predict the reactants needed to synthesize it. The reactants are: [NH2:1][CH:2]([CH2:10][CH2:11][CH2:12][CH2:13][NH:14][C:15]([O:17][CH2:18][C:19]1[CH:24]=[CH:23][CH:22]=[CH:21][CH:20]=1)=[O:16])[C:3]([O:5][C:6]([CH3:9])([CH3:8])[CH3:7])=[O:4].C(N(CC)CC)C.[C:32]([O:36][C:37](ON1C(=O)CCC1=O)=[O:38])([CH3:35])([CH3:34])[CH3:33]. (5) The reactants are: C(N(CCCC)C(C1C(Cl)=C(C)[N:10]([C:15]2[CH:20]=[CH:19][C:18](OCC(=O)[NH:10][C:15]3[CH:20]=[CH:19][CH:18]=[CH:17][CH:16]=3)=[CH:17][C:16]=2C(N2[C@H](CO)CC3C(=CC=CC=3)C2)=O)N=1)=O)CCC.[CH2:50]([N:54]([CH2:88][CH2:89][CH2:90][CH3:91])[C:55]([C:57]1[CH:61]=[C:60]([CH3:62])[N:59]([C:63]2[CH:64]=[C:65]([CH:71]=[CH:72][C:73]=2[C:74]([N:76]2[C@H:85]([CH2:86][OH:87])[CH2:84][C:83]3[C:78](=[CH:79][CH:80]=[CH:81][CH:82]=3)[CH2:77]2)=[O:75])[O:66][CH2:67][C:68](O)=[O:69])[N:58]=1)=[O:56])[CH2:51][CH2:52][CH3:53]. Given the product [CH2:88]([N:54]([CH2:50][CH2:51][CH2:52][CH3:53])[C:55]([C:57]1[CH:61]=[C:60]([CH3:62])[N:59]([C:63]2[CH:64]=[C:65]([O:66][CH2:67][C:68](=[O:69])[NH:10][C:15]3[CH:20]=[CH:19][CH:18]=[CH:17][CH:16]=3)[CH:71]=[CH:72][C:73]=2[C:74]([N:76]2[C@H:85]([CH2:86][OH:87])[CH2:84][C:83]3[C:78](=[CH:79][CH:80]=[CH:81][CH:82]=3)[CH2:77]2)=[O:75])[N:58]=1)=[O:56])[CH2:89][CH2:90][CH3:91], predict the reactants needed to synthesize it. (6) Given the product [NH2:15][C@H:10]1[CH2:11][CH2:12][CH2:13][CH2:14][C@H:9]1[NH:8][C:6]1[N:7]=[C:2]([NH:21][C:22]2[CH:23]=[N:24][CH:25]=[CH:26][CH:27]=2)[C:3]([C:19]([NH2:20])=[O:29])=[N:4][CH:5]=1, predict the reactants needed to synthesize it. The reactants are: Cl[C:2]1[N:7]=[C:6]([NH:8][C@@H:9]2[CH2:14][CH2:13][CH2:12][CH2:11][C@@H:10]2[NH:15]C(=O)[O-])[CH:5]=[N:4][C:3]=1[C:19]#[N:20].[NH2:21][C:22]1[CH:23]=[N:24][CH:25]=[CH:26][CH:27]=1.C(=O)([O-])[O-:29].[Cs+].[Cs+].C1C=CC(P(C2C(C3C(P(C4C=CC=CC=4)C4C=CC=CC=4)=CC=C4C=3C=CC=C4)=C3C(C=CC=C3)=CC=2)C2C=CC=CC=2)=CC=1.OS(O)(=O)=O.